Predict the reactants needed to synthesize the given product. From a dataset of Full USPTO retrosynthesis dataset with 1.9M reactions from patents (1976-2016). (1) Given the product [CH3:11][N:6]1[C:7]2[CH:8]=[CH:9][CH:10]=[C:2]([B:17]([OH:22])[OH:18])[C:3]=2[CH:4]=[CH:5]1, predict the reactants needed to synthesize it. The reactants are: Br[C:2]1[CH:10]=[CH:9][CH:8]=[C:7]2[C:3]=1[CH:4]=[CH:5][N:6]2[CH3:11].C([Li])(C)(C)C.[B:17](OC(C)C)([O:22]C(C)C)[O:18]C(C)C.P(=O)(O)(O)O. (2) Given the product [C:1]([O:5][C:6]([C:8]1[CH:17]=[CH:16][C:11]([C:12]([OH:14])=[O:13])=[CH:10][N:9]=1)=[O:7])([CH3:4])([CH3:2])[CH3:3], predict the reactants needed to synthesize it. The reactants are: [C:1]([O:5][C:6]([C:8]1[CH:17]=[CH:16][C:11]([C:12]([O:14]C)=[O:13])=[CH:10][N:9]=1)=[O:7])([CH3:4])([CH3:3])[CH3:2].[OH-].[Na+]. (3) Given the product [CH3:13][O:12][C:5]1[C:6]([CH3:11])=[CH:7][C:8]([NH:10][C:14](=[O:17])[O:16][CH2:30][CH2:31][Cl:1])=[CH:9][C:4]=1[NH:3][C:20](=[O:21])[O:22][CH2:23][CH2:24][Cl:25], predict the reactants needed to synthesize it. The reactants are: [ClH:1].Cl.[NH2:3][C:4]1[CH:9]=[C:8]([NH2:10])[CH:7]=[C:6]([CH3:11])[C:5]=1[O:12][CH3:13].[C:14](=[O:17])([O-:16])[O-].[Ca+2].Cl[C:20]([O:22][CH2:23][CH2:24][Cl:25])=[O:21].O1[CH2:31][CH2:30]OCC1. (4) Given the product [CH3:33][O:32][C:20]1[CH:21]=[C:22]([N:25]2[CH2:30][CH2:29][N:28]([CH3:31])[CH2:27][CH2:26]2)[CH:23]=[CH:24][C:19]=1[NH:18][C:15]1[N:16]=[CH:17][C:12]2[CH:11]=[CH:10][C:9](=[O:34])[N:8]([C:4]3[CH:3]=[C:2]([NH:1][C:44](=[O:47])[CH:45]=[CH2:46])[CH:7]=[CH:6][CH:5]=3)[C:13]=2[N:14]=1, predict the reactants needed to synthesize it. The reactants are: [NH2:1][C:2]1[CH:3]=[C:4]([N:8]2[C:13]3[N:14]=[C:15]([NH:18][C:19]4[CH:24]=[CH:23][C:22]([N:25]5[CH2:30][CH2:29][N:28]([CH3:31])[CH2:27][CH2:26]5)=[CH:21][C:20]=4[O:32][CH3:33])[N:16]=[CH:17][C:12]=3[CH:11]=[CH:10][C:9]2=[O:34])[CH:5]=[CH:6][CH:7]=1.CCN(C(C)C)C(C)C.[C:44](Cl)(=[O:47])[CH:45]=[CH2:46].C([O-])(O)=O.[Na+]. (5) The reactants are: [CH3:1][N:2]1[CH2:7][CH2:6][CH:5]([NH:8][CH2:9][C:10]2[CH:19]=[CH:18][C:13]([C:14]([O:16][CH3:17])=[O:15])=[CH:12][CH:11]=2)[CH2:4][CH2:3]1.[C:20]1([CH2:26][C:27](Cl)=[O:28])[CH:25]=[CH:24][CH:23]=[CH:22][CH:21]=1. Given the product [C:20]1([CH2:26][C:27]([N:8]([CH2:9][C:10]2[CH:19]=[CH:18][C:13]([C:14]([O:16][CH3:17])=[O:15])=[CH:12][CH:11]=2)[CH:5]2[CH2:6][CH2:7][N:2]([CH3:1])[CH2:3][CH2:4]2)=[O:28])[CH:25]=[CH:24][CH:23]=[CH:22][CH:21]=1, predict the reactants needed to synthesize it. (6) Given the product [CH3:16][C@@H:15]1[C@H:14]([C:17]2[CH:22]=[CH:21][CH:20]=[CH:19][CH:18]=2)[O:13][C:12](=[O:23])[N:11]1[C:9](=[O:10])[CH:8]([C:5]1[CH:6]=[CH:7][C:2]([B:25]2[O:29][C:28]([CH3:31])([CH3:30])[C:27]([CH3:33])([CH3:32])[O:26]2)=[CH:3][CH:4]=1)[CH3:24], predict the reactants needed to synthesize it. The reactants are: Br[C:2]1[CH:7]=[CH:6][C:5]([CH:8]([CH3:24])[C:9]([N:11]2[C@H:15]([CH3:16])[C@H:14]([C:17]3[CH:22]=[CH:21][CH:20]=[CH:19][CH:18]=3)[O:13][C:12]2=[O:23])=[O:10])=[CH:4][CH:3]=1.[B:25]1([B:25]2[O:29][C:28]([CH3:31])([CH3:30])[C:27]([CH3:33])([CH3:32])[O:26]2)[O:29][C:28]([CH3:31])([CH3:30])[C:27]([CH3:33])([CH3:32])[O:26]1. (7) Given the product [Br:1][C:2]1[CH:3]=[C:4]([C:8]2([C:15]3[CH:16]=[N:17][C:18]([O:21][CH:22]([F:24])[F:23])=[CH:19][CH:20]=3)[CH2:9][O:10][CH2:11][C:12]([NH2:25])=[N:13]2)[CH:5]=[CH:6][CH:7]=1, predict the reactants needed to synthesize it. The reactants are: [Br:1][C:2]1[CH:3]=[C:4]([C:8]2([C:15]3[CH:16]=[N:17][C:18]([O:21][CH:22]([F:24])[F:23])=[CH:19][CH:20]=3)[NH:13][C:12](=S)[CH2:11][O:10][CH2:9]2)[CH:5]=[CH:6][CH:7]=1.[NH3:25].